From a dataset of Full USPTO retrosynthesis dataset with 1.9M reactions from patents (1976-2016). Predict the reactants needed to synthesize the given product. (1) Given the product [CH3:1][C:2]1([CH3:28])[O:6][CH:5]([C@H:7]2[N:11]([O:12][CH3:13])[C@:10]3([CH2:23][CH2:24][CH:25]([CH3:26])[CH3:27])[C:14]4[C:19]([C:20](=[O:22])[CH:21]=[C:9]3[O:8]2)=[CH:18][CH:17]=[CH:16][CH:15]=4)[CH2:4][O:3]1, predict the reactants needed to synthesize it. The reactants are: [CH3:1][C:2]1([CH3:28])[O:6][CH:5]([C@H:7]2[N:11]([O:12][CH3:13])[C@:10]3([CH2:23][CH:24]=[C:25]([CH3:27])[CH3:26])[C:14]4[C:19]([C:20](=[O:22])[CH:21]=[C:9]3[O:8]2)=[CH:18][CH:17]=[CH:16][CH:15]=4)[CH2:4][O:3]1. (2) Given the product [CH2:6]([N:8]([CH2:9][CH3:10])[C:3](=[O:4])[CH2:2][N:11]([S:28]([C:19]1[CH:20]=[CH:21][C:22]2[C:27](=[CH:26][CH:25]=[CH:24][CH:23]=2)[CH:18]=1)(=[O:30])=[O:29])[C:12]1[CH:17]=[CH:16][CH:15]=[CH:14][CH:13]=1)[CH3:7], predict the reactants needed to synthesize it. The reactants are: Br[CH2:2][C:3](Br)=[O:4].[CH2:6]([NH:8][CH2:9][CH3:10])[CH3:7].[NH2:11][C:12]1[CH:17]=[CH:16][CH:15]=[CH:14][CH:13]=1.[CH:18]1[C:27]2[C:22](=[CH:23][CH:24]=[CH:25][CH:26]=2)[CH:21]=[CH:20][C:19]=1[S:28](Cl)(=[O:30])=[O:29]. (3) Given the product [C:35]([O:34][C:32]([N:7]([CH2:8][CH2:9][CH2:10][CH2:11][CH2:12][CH2:13][CH2:14][CH2:15][OH:16])[CH3:6])=[O:33])([CH3:36])([CH3:37])[CH3:38], predict the reactants needed to synthesize it. The reactants are: C(O)(C)C.Cl.[CH3:6][NH:7][CH2:8][CH2:9][CH2:10][CH2:11][CH2:12][CH2:13][CH2:14][CH2:15][OH:16].C(N(CC)CC)C.[C:32](O[C:32]([O:34][C:35]([CH3:38])([CH3:37])[CH3:36])=[O:33])([O:34][C:35]([CH3:38])([CH3:37])[CH3:36])=[O:33]. (4) Given the product [N:13]1[CH:16]=[N:20][N:19]([C:3]2[CH:8]=[CH:7][CH:6]=[CH:5][C:4]=2[OH:9])[N:18]=1, predict the reactants needed to synthesize it. The reactants are: C([C:3]1[CH:8]=[CH:7][CH:6]=[CH:5][C:4]=1[OH:9])#N.Cl.C([N:13]([CH2:16]C)CC)C.[N-:18]=[N+:19]=[N-:20].[Na+]. (5) The reactants are: [O:1]=[C:2]1[NH:7][C:6](=[O:8])[CH:5]=[C:4]([O:9][CH2:10][CH2:11][CH3:12])[N:3]1[CH2:13][C:14]1[CH:19]=[CH:18][C:17]([C:20]2[C:21]([C:26]#[N:27])=[CH:22][CH:23]=[CH:24][CH:25]=2)=[CH:16][C:15]=1[F:28].Br[CH2:30][C:31]([C:33]1[CH:38]=[CH:37][C:36]([O:39][CH3:40])=[CH:35][CH:34]=1)=[O:32].CN(C)C=O.[H-].[Na+]. Given the product [F:28][C:15]1[CH:16]=[C:17]([C:20]2[C:21]([C:26]#[N:27])=[CH:22][CH:23]=[CH:24][CH:25]=2)[CH:18]=[CH:19][C:14]=1[CH2:13][N:3]1[C:4]([O:9][CH2:10][CH2:11][CH3:12])=[CH:5][C:6](=[O:8])[N:7]([CH2:30][C:31]([C:33]2[CH:38]=[CH:37][C:36]([O:39][CH3:40])=[CH:35][CH:34]=2)=[O:32])[C:2]1=[O:1], predict the reactants needed to synthesize it. (6) Given the product [NH2:75][C:2]1[N:1]=[CH:43][N:39]=[C:4]([NH:8][C@H:9]([C:11]2[N:12]=[C:13]3[CH:18]=[CH:17][CH:16]=[C:15]([C:19]([NH:67][CH3:71])=[O:21])[N:14]3[C:22]=2[C:23]2[CH:24]=[N:25][CH:26]=[C:27]([F:29])[CH:28]=2)[CH3:10])[C:3]=1[C:30]#[N:31], predict the reactants needed to synthesize it. The reactants are: [NH2:1][C:2]1[C:3]([C:30]#[N:31])=[C:4]([NH:8][C@H:9]([C:11]2[N:12]=[C:13]3[CH:18]=[CH:17][CH:16]=[C:15]([C:19]([OH:21])=O)[N:14]3[C:22]=2[C:23]2[CH:24]=[N:25][CH:26]=[C:27]([F:29])[CH:28]=2)[CH3:10])C=CC=1.F[P-](F)(F)(F)(F)F.[N:39]1(O[P+](N2CCCC2)(N2CCCC2)N2CCCC2)[C:43]2C=CC=CC=2N=N1.CC[N:67]([CH:71](C)C)C(C)C.C[NH2:75]. (7) Given the product [Cl:1][C:2]1[C:3]2[C:10]3[CH2:11][CH2:12][N:13]([C:21](=[O:22])/[CH:20]=[CH:19]/[CH2:18][N:17]([CH3:24])[CH3:16])[CH2:14][C:9]=3[S:8][C:4]=2[N:5]=[CH:6][N:7]=1, predict the reactants needed to synthesize it. The reactants are: [Cl:1][C:2]1[C:3]2[C:10]3[CH2:11][CH2:12][NH:13][CH2:14][C:9]=3[S:8][C:4]=2[N:5]=[CH:6][N:7]=1.Cl.[CH3:16][N:17]([CH3:24])[CH2:18]/[CH:19]=[CH:20]/[C:21](O)=[O:22].CCN=C=NCCCN(C)C.C(N(C(C)C)CC)(C)C. (8) Given the product [CH2:23]([NH:1][C:2]1[CH:7]=[CH:6][C:5]([CH2:8][N:9]2[CH2:14][CH2:13][N:12]([C:15]([O:17][C:18]([CH3:21])([CH3:20])[CH3:19])=[O:16])[C@@H:11]([CH3:22])[CH2:10]2)=[CH:4][CH:3]=1)[CH3:24], predict the reactants needed to synthesize it. The reactants are: [NH2:1][C:2]1[CH:7]=[CH:6][C:5]([CH2:8][N:9]2[CH2:14][CH2:13][N:12]([C:15]([O:17][C:18]([CH3:21])([CH3:20])[CH3:19])=[O:16])[C@@H:11]([CH3:22])[CH2:10]2)=[CH:4][CH:3]=1.[CH:23](=O)[CH3:24].C(O[BH-](OC(=O)C)OC(=O)C)(=O)C.[Na+].C(N(CC)CC)C.C([O-])(O)=O.[Na+]. (9) Given the product [NH2:19][CH2:20][CH2:21][CH2:22][CH2:23][CH2:24][CH2:25][CH2:26][CH2:27][CH2:28][CH2:29][CH:30]([C:9]([O:11][C:12]([CH3:13])([CH3:14])[CH3:15])=[O:10])[C:31]([OH:33])=[O:32], predict the reactants needed to synthesize it. The reactants are: [CH3:13][C:12]([O:11][C:9](O[C:9]([O:11][C:12]([CH3:15])([CH3:14])[CH3:13])=[O:10])=[O:10])([CH3:15])[CH3:14].[OH-].[Na+].O.[NH2:19][CH2:20][CH2:21][CH2:22][CH2:23][CH2:24][CH2:25][CH2:26][CH2:27][CH2:28][CH2:29][CH2:30][C:31]([OH:33])=[O:32]. (10) Given the product [Cl:39][C:33]1[CH:34]=[CH:35][CH:36]=[CH:37][C:32]=1[C:25]1[C:24]([CH2:23][O:1][C:2]2[CH:3]=[CH:4][C:5]([C:8]3[CH:17]=[C:16]4[C:11]([CH:12]=[C:13]([C:18]([O:20][CH3:21])=[O:19])[N:14]=[CH:15]4)=[CH:10][CH:9]=3)=[CH:6][CH:7]=2)=[C:28]([CH:29]([CH3:31])[CH3:30])[O:27][N:26]=1, predict the reactants needed to synthesize it. The reactants are: [OH:1][C:2]1[CH:7]=[CH:6][C:5]([C:8]2[CH:17]=[C:16]3[C:11]([CH:12]=[C:13]([C:18]([O:20][CH3:21])=[O:19])[N:14]=[CH:15]3)=[CH:10][CH:9]=2)=[CH:4][CH:3]=1.Cl[CH2:23][C:24]1[C:25]([C:32]2[C:37](Cl)=[CH:36][CH:35]=[CH:34][C:33]=2[Cl:39])=[N:26][O:27][C:28]=1[CH:29]([CH3:31])[CH3:30].C([O-])([O-])=O.[K+].[K+].CCOC(C)=O.